From a dataset of CYP2C19 inhibition data for predicting drug metabolism from PubChem BioAssay. Regression/Classification. Given a drug SMILES string, predict its absorption, distribution, metabolism, or excretion properties. Task type varies by dataset: regression for continuous measurements (e.g., permeability, clearance, half-life) or binary classification for categorical outcomes (e.g., BBB penetration, CYP inhibition). Dataset: cyp2c19_veith. (1) The molecule is CCC[C@@H]1CC2=CC(=O)CC[C@]2(C)[C@@H]2CC[C@@]3(C)[C@H](CC[C@]3(O)CCC(=O)[O-])[C@H]12.[K+]. The result is 0 (non-inhibitor). (2) The molecule is COc1ccc(CNc2nc(-c3cccc(NS(C)(=O)=O)c3)nc3ccccc23)c(OC)c1. The result is 1 (inhibitor).